This data is from Catalyst prediction with 721,799 reactions and 888 catalyst types from USPTO. The task is: Predict which catalyst facilitates the given reaction. (1) Reactant: [Mg].BrCCBr.Cl[CH:7]1[CH2:12][CH2:11][N:10]([CH3:13])[CH2:9][CH2:8]1.C[N:15]1CCC([Mg]Cl)CC1.[S:23](Cl)(Cl)(=[O:25])=[O:24].C([O-])([O-])=O.[K+].[K+]. Product: [CH3:13][N:10]1[CH2:11][CH2:12][CH:7]([S:23]([NH2:15])(=[O:25])=[O:24])[CH2:8][CH2:9]1. The catalyst class is: 1. (2) Reactant: [Cl:1][C:2]([Cl:25])([CH2:7][CH2:8][CH2:9][CH2:10][CH2:11][CH2:12][CH2:13][CH2:14][CH2:15][CH:16]([C:18]1[CH:23]=[CH:22][C:21]([Cl:24])=[CH:20][CH:19]=1)O)[C:3]([O:5][CH3:6])=[O:4].O.C1(C)C=CC(S(O)(=O)=O)=CC=1. Product: [Cl:25][C:2]([Cl:1])([CH2:7][CH2:8][CH2:9][CH2:10][CH2:11][CH2:12][CH2:13][CH2:14][CH:15]=[CH:16][C:18]1[CH:19]=[CH:20][C:21]([Cl:24])=[CH:22][CH:23]=1)[C:3]([O:5][CH3:6])=[O:4]. The catalyst class is: 11. (3) Reactant: C[O:2][C:3](=O)[C:4]([C:11]#[N:12])=[CH:5][CH:6]1[CH2:10][CH2:9][CH2:8][CH2:7]1.FC(F)(F)C(O)=O.[NH2:21][C:22]1[CH2:27][C:26]([CH3:29])([CH3:28])[CH2:25][C:24](=[O:30])[CH:23]=1. The catalyst class is: 10. Product: [CH:6]1([CH:5]2[C:23]3[C:24](=[O:30])[CH2:25][C:26]([CH3:29])([CH3:28])[CH2:27][C:22]=3[NH:21][C:3](=[O:2])[CH:4]2[C:11]#[N:12])[CH2:10][CH2:9][CH2:8][CH2:7]1. (4) Reactant: Br.[NH2:2][C:3]1[N:4]([CH2:17][C:18]([NH:21][S:22]([CH3:25])(=[O:24])=[O:23])([CH3:20])[CH3:19])[C:5]2[C:14]3[CH:13]=[CH:12][CH:11]=[CH:10][C:9]=3[N:8]=[C:7](Cl)[C:6]=2[N:16]=1.[NH3:26]. Product: [NH2:2][C:3]1[N:4]([CH2:17][C:18]([NH:21][S:22]([CH3:25])(=[O:24])=[O:23])([CH3:20])[CH3:19])[C:5]2[C:14]3[CH:13]=[CH:12][CH:11]=[CH:10][C:9]=3[N:8]=[C:7]([NH2:26])[C:6]=2[N:16]=1. The catalyst class is: 5. (5) Reactant: O=[C:2]([C:9]1[CH:14]=[CH:13][N:12]=[CH:11][CH:10]=1)[CH2:3][C:4](OCC)=[O:5].C(=O)([O-])[O-].[NH2:19][C:20]([NH2:22])=[NH2+:21].[NH2:19][C:20]([NH2:22])=[NH2+:21].Cl. Product: [NH2:22][C:20]1[N:21]=[C:4]([OH:5])[CH:3]=[C:2]([C:9]2[CH:14]=[CH:13][N:12]=[CH:11][CH:10]=2)[N:19]=1. The catalyst class is: 8. (6) The catalyst class is: 1. Reactant: [CH3:1][C:2]1[S:3][C:4]([C:8]([OH:10])=[O:9])=[C:5]([CH3:7])[N:6]=1.[Li]CCCC.[F:16][C:17]1[CH:18]=[CH:19][C:20]([C:23]2[C:27]([CH:28]=[O:29])=[CH:26][O:25][N:24]=2)=[N:21][CH:22]=1. Product: [F:16][C:17]1[CH:18]=[CH:19][C:20]([C:23]2[C:27]([CH:28]([OH:29])[CH2:1][C:2]3[S:3][C:4]([C:8]([OH:10])=[O:9])=[C:5]([CH3:7])[N:6]=3)=[CH:26][O:25][N:24]=2)=[N:21][CH:22]=1. (7) Reactant: C(O[C@H:5]1[O:22][C@H:21]([CH2:23][O:24][C:25](=[O:27])[CH3:26])[C@@H:16]([O:17][C:18](=[O:20])[CH3:19])[C@H:11]([O:12][C:13](=[O:15])[CH3:14])[C@H:6]1[O:7][C:8](=[O:10])[CH3:9])(=O)C.C[Si]([N:32]=[N+:33]=[N-:34])(C)C.[Sn](Cl)(Cl)(Cl)Cl. Product: [C:8]([O:7][C@@H:6]1[C@@H:11]([O:12][C:13](=[O:15])[CH3:14])[C@H:16]([O:17][C:18](=[O:20])[CH3:19])[C@@H:21]([CH2:23][O:24][C:25](=[O:27])[CH3:26])[O:22][C@@H:5]1[N:32]=[N+:33]=[N-:34])(=[O:10])[CH3:9]. The catalyst class is: 2. (8) Reactant: [CH3:1][C:2]1[C:3]([O:14][C:15]2[C:20]([CH3:21])=[CH:19][C:18]([CH3:22])=[CH:17][C:16]=2[CH3:23])=[N:4][C:5]([CH3:13])=[CH:6][C:7]=1[NH:8][CH2:9][CH2:10][NH:11]C.[CH3:24][O:25][C:26]1[CH:27]=[C:28]([CH2:34][C:35]([OH:37])=O)[CH:29]=[CH:30][C:31]=1[O:32][CH3:33].C(Cl)CCl.C1C=CC2N(O)N=NC=2C=1. Product: [CH3:24][O:25][C:26]1[CH:27]=[C:28]([CH2:34][C:35]([NH:11][CH2:10][CH2:9][NH:8][C:7]2[CH:6]=[C:5]([CH3:13])[N:4]=[C:3]([O:14][C:15]3[C:20]([CH3:21])=[CH:19][C:18]([CH3:22])=[CH:17][C:16]=3[CH3:23])[C:2]=2[CH3:1])=[O:37])[CH:29]=[CH:30][C:31]=1[O:32][CH3:33]. The catalyst class is: 31. (9) Reactant: [O:1]=[C:2]1[CH2:6][CH2:5][CH2:4][CH:3]1[C:7]([O:9][CH3:10])=[O:8].[N:11]([C:18]([O:20][CH2:21][CH3:22])=[O:19])=[N:12][C:13]([O:15][CH2:16][CH3:17])=[O:14]. Product: [CH2:16]([O:15][C:13]([N:12]([C:3]1([C:7]([O:9][CH3:10])=[O:8])[CH2:4][CH2:5][CH2:6][C:2]1=[O:1])[NH:11][C:18]([O:20][CH2:21][CH3:22])=[O:19])=[O:14])[CH3:17]. The catalyst class is: 11. (10) Reactant: C(OC(=O)[NH:7][CH:8]([C:15](=[O:38])[NH:16][C:17]1[C:18]([C:22]2[N:26]([CH3:27])[C:25]3[CH:28]=[CH:29][C:30]([N:32]4[CH2:37][CH2:36][O:35][CH2:34][CH2:33]4)=[CH:31][C:24]=3[N:23]=2)=[N:19][NH:20][CH:21]=1)[C:9]1[CH:14]=[CH:13][CH:12]=[CH:11][CH:10]=1)(C)(C)C.CO. Product: [NH2:7][CH:8]([C:9]1[CH:14]=[CH:13][CH:12]=[CH:11][CH:10]=1)[C:15]([NH:16][C:17]1[C:18]([C:22]2[N:26]([CH3:27])[C:25]3[CH:28]=[CH:29][C:30]([N:32]4[CH2:37][CH2:36][O:35][CH2:34][CH2:33]4)=[CH:31][C:24]=3[N:23]=2)=[N:19][NH:20][CH:21]=1)=[O:38]. The catalyst class is: 89.